This data is from Full USPTO retrosynthesis dataset with 1.9M reactions from patents (1976-2016). The task is: Predict the reactants needed to synthesize the given product. Given the product [Cl:1][C:2]1[CH:7]=[CH:6][C:5]([C:8]2[N:9]([CH:82]([CH3:83])[CH3:84])[C:10]([CH3:81])=[C:11]([S:77]([CH3:80])(=[O:78])=[O:79])[C:12]=2[C:13]2[CH:14]=[C:15]([N:20]3[CH2:21][CH2:22][N:23]([C:26]4[CH:27]=[CH:28][C:29]([NH:32][S:33]([C:36]5[CH:41]=[CH:40][C:39]([NH:42][C@@H:43]([CH2:62][S:63][C:64]6[CH:69]=[CH:68][CH:67]=[CH:66][CH:65]=6)[CH2:44][CH2:45][N:46]6[CH2:47][CH2:48][CH:49]([C:52]([O:54][CH2:94][CH2:86][CH2:87][P:88](=[O:89])([OH:93])[OH:91])=[O:53])[CH2:50][CH2:51]6)=[C:38]([S:70]([C:73]([F:74])([F:76])[F:75])(=[O:71])=[O:72])[CH:37]=5)(=[O:35])=[O:34])=[CH:30][CH:31]=4)[CH2:24][CH2:25]3)[CH:16]=[C:17]([F:19])[CH:18]=2)=[CH:4][CH:3]=1, predict the reactants needed to synthesize it. The reactants are: [Cl:1][C:2]1[CH:7]=[CH:6][C:5]([C:8]2[N:9]([CH:82]([CH3:84])[CH3:83])[C:10]([CH3:81])=[C:11]([S:77]([CH3:80])(=[O:79])=[O:78])[C:12]=2[C:13]2[CH:14]=[C:15]([N:20]3[CH2:25][CH2:24][N:23]([C:26]4[CH:31]=[CH:30][C:29]([NH:32][S:33]([C:36]5[CH:41]=[CH:40][C:39]([NH:42][C@@H:43]([CH2:62][S:63][C:64]6[CH:69]=[CH:68][CH:67]=[CH:66][CH:65]=6)[CH2:44][CH2:45][N:46]6[CH2:51][CH2:50][CH:49]([C:52]([O:54]C(P(=O)(O)O)CC)=[O:53])[CH2:48][CH2:47]6)=[C:38]([S:70]([C:73]([F:76])([F:75])[F:74])(=[O:72])=[O:71])[CH:37]=5)(=[O:35])=[O:34])=[CH:28][CH:27]=4)[CH2:22][CH2:21]3)[CH:16]=[C:17]([F:19])[CH:18]=2)=[CH:4][CH:3]=1.O[CH:86]([CH3:94])[CH2:87][P:88](=[O:93])([O:91]C)[O:89]C.